Task: Predict the reactants needed to synthesize the given product.. Dataset: Retrosynthesis with 50K atom-mapped reactions and 10 reaction types from USPTO (1) The reactants are: CCCCCCCCCCCCCCCCCC(=O)OC[C@H](CCOC(=O)[C@@H](NC(=O)OC(C)(C)C)C(C)C)Cn1cnc2c(Cl)nc(N)nc21. Given the product CCCCCCCCCCCCCCCCCC(=O)OC[C@H](CCOC(=O)[C@@H](NC(=O)OC(C)(C)C)C(C)C)Cn1cnc2cnc(N)nc21, predict the reactants needed to synthesize it. (2) Given the product CCOc1ccc([C@H]2C(C(=O)c3ccc(C(C)C)cc3)=C(O[C@@H](C(=O)OC)c3ccccc3)C(=O)N2c2ccc(C)nn2)cn1, predict the reactants needed to synthesize it. The reactants are: CCOc1ccc(C2C(C(=O)c3ccc(C(C)C)cc3)=C(O)C(=O)N2c2ccc(C)nn2)cn1.COC(=O)[C@@H](O)c1ccccc1. (3) Given the product NC(=O)CCn1nnc2c(C(N)=O)ncn2c1=O, predict the reactants needed to synthesize it. The reactants are: CN(C)C=O.NC(=O)c1ncn2c(=O)n(CCC(=O)O)nnc12. (4) Given the product O=C(c1cn(-c2cccc(-c3ccccc3Cl)c2)cn1)c1ncccn1, predict the reactants needed to synthesize it. The reactants are: Brc1ncccn1.CON(C)C(=O)c1cn(-c2cccc(-c3ccccc3Cl)c2)cn1. (5) Given the product NCCCN(Cc1cccs1)c1ccccn1, predict the reactants needed to synthesize it. The reactants are: ClCc1cccs1.NCCCNc1ccccn1. (6) Given the product O=C(O)C(F)(F)F, predict the reactants needed to synthesize it. The reactants are: CCOc1cc(C)c(NC(=O)OC(C)(C)C)cc1C. (7) Given the product O=C(N[C@@H](Cc1ccccc1C(F)(F)F)CN1C(=O)c2ccccc2C1=O)c1ccc(Br)cn1, predict the reactants needed to synthesize it. The reactants are: N[C@@H](Cc1ccccc1C(F)(F)F)CN1C(=O)c2ccccc2C1=O.O=C(O)c1ccc(Br)cn1. (8) Given the product C=CCO[C@@](C)(C=C)COC(=O)c1ccccc1, predict the reactants needed to synthesize it. The reactants are: C=CCO[C@@](C)(C=C)CO.O=C(Cl)c1ccccc1.